From a dataset of Forward reaction prediction with 1.9M reactions from USPTO patents (1976-2016). Predict the product of the given reaction. (1) Given the reactants [Br:1][C:2]1[CH:11]=[CH:10][C:9]2[N:8]=[CH:7][C:6]3[NH:12][C:13](=[O:26])[N:14]([C:15]4[CH:20]=[CH:19][C:18]([C:21]([CH3:25])([CH3:24])[C:22]#[N:23])=[CH:17][CH:16]=4)[C:5]=3[C:4]=2[CH:3]=1.C(N(CC)CC)C.[N:34]1[C:43]2[C:38](=[CH:39][CH:40]=[CH:41][C:42]=2[S:44](Cl)(=[O:46])=[O:45])[CH:37]=[CH:36][CH:35]=1.O, predict the reaction product. The product is: [Br:1][C:2]1[CH:11]=[CH:10][C:9]2[N:8]=[CH:7][C:6]3[N:12]([S:44]([C:42]4[CH:41]=[CH:40][CH:39]=[C:38]5[C:43]=4[N:34]=[CH:35][CH:36]=[CH:37]5)(=[O:45])=[O:46])[C:13](=[O:26])[N:14]([C:15]4[CH:20]=[CH:19][C:18]([C:21]([CH3:24])([CH3:25])[C:22]#[N:23])=[CH:17][CH:16]=4)[C:5]=3[C:4]=2[CH:3]=1. (2) Given the reactants [C:1]([O:5][C:6]([N:8]1[CH2:11][CH:10]([C:12]2[CH:13]=[N:14][C:15]([N:18]=C(C3C=CC=CC=3)C3C=CC=CC=3)=[CH:16][CH:17]=2)[CH2:9]1)=[O:7])([CH3:4])([CH3:3])[CH3:2].C(O)(=O)CC(CC(O)=O)(C(O)=O)O, predict the reaction product. The product is: [C:1]([O:5][C:6]([N:8]1[CH2:9][CH:10]([C:12]2[CH:13]=[N:14][C:15]([NH2:18])=[CH:16][CH:17]=2)[CH2:11]1)=[O:7])([CH3:4])([CH3:2])[CH3:3]. (3) Given the reactants [OH:1][C:2]1[CH:7]=CC(C2N(C)C(=O)N(COCC[Si](C)(C)C)C(=O)C=2C)=C(C)[CH:3]=1.[Cl:27][C:28]1[CH:33]=[CH:32][CH:31]=[CH:30][N:29]=1.C(=O)([O-])[O-].[Cs+].[Cs+].ClC1C(C(OCC)=O)=CC=CN=1.C[Mg]I, predict the reaction product. The product is: [Cl:27][C:28]1[C:33]([C:2]([OH:1])([CH3:7])[CH3:3])=[CH:32][CH:31]=[CH:30][N:29]=1. (4) Given the reactants [CH3:1][C:2]1[N:7]=[CH:6][C:5]([OH:8])=[CH:4][CH:3]=1.[H-].[Na+].[N+](C1C=C(S(O[CH2:24][C@H:25]2[O:27][CH2:26]2)(=O)=O)C=CC=1)([O-])=O, predict the reaction product. The product is: [CH3:1][C:2]1[CH:3]=[CH:4][C:5]([O:8][CH2:24][C@@H:25]2[CH2:26][O:27]2)=[CH:6][N:7]=1.